This data is from Full USPTO retrosynthesis dataset with 1.9M reactions from patents (1976-2016). The task is: Predict the reactants needed to synthesize the given product. (1) Given the product [F:18][C:19]1[CH:20]=[C:21]([C:25]2[CH:30]=[CH:29][N:28]=[C:27]([N:31]3[CH2:36][CH2:35][N:34]([C:8]([NH:7][C:3]4[N:2]=[N:1][CH:6]=[CH:5][CH:4]=4)=[O:15])[CH2:33][CH2:32]3)[N:26]=2)[CH:22]=[CH:23][CH:24]=1, predict the reactants needed to synthesize it. The reactants are: [N:1]1[CH:6]=[CH:5][CH:4]=[C:3]([NH:7][C:8](=[O:15])OCC(Cl)(Cl)Cl)[N:2]=1.Cl.Cl.[F:18][C:19]1[CH:20]=[C:21]([C:25]2[CH:30]=[CH:29][N:28]=[C:27]([N:31]3[CH2:36][CH2:35][NH:34][CH2:33][CH2:32]3)[N:26]=2)[CH:22]=[CH:23][CH:24]=1. (2) Given the product [C:27]([O:26][C:25]([N:24]([CH2:23][C@@H:22]([NH:21][C:19]([O:18][C:14]([CH3:17])([CH3:16])[CH3:15])=[O:20])[C@@H:47]([O:58][Si:59]([C:62]([CH3:63])([CH3:64])[CH3:65])([CH3:61])[CH3:60])[C:48]1[CH:53]=[CH:52][C:51]([C:54]([F:57])([F:56])[F:55])=[CH:50][CH:49]=1)[C:32]1[S:33][C:34]([C:37]2[CH:42]=[CH:41][C:40]([N+:43]([O-:45])=[O:44])=[C:39]([CH:4]([C:5]([O:7][CH2:8][CH3:9])=[O:6])[C:3]([O:11][CH2:12][CH3:13])=[O:10])[CH:38]=2)=[N:35][N:36]=1)=[O:31])([CH3:28])([CH3:29])[CH3:30], predict the reactants needed to synthesize it. The reactants are: [H-].[Na+].[C:3]([O:11][CH2:12][CH3:13])(=[O:10])[CH2:4][C:5]([O:7][CH2:8][CH3:9])=[O:6].[C:14]([O:18][C:19]([NH:21][C@@H:22]([C@@H:47]([O:58][Si:59]([C:62]([CH3:65])([CH3:64])[CH3:63])([CH3:61])[CH3:60])[C:48]1[CH:53]=[CH:52][C:51]([C:54]([F:57])([F:56])[F:55])=[CH:50][CH:49]=1)[CH2:23][N:24]([C:32]1[S:33][C:34]([C:37]2[CH:42]=[CH:41][C:40]([N+:43]([O-:45])=[O:44])=[C:39](F)[CH:38]=2)=[N:35][N:36]=1)[C:25](=[O:31])[O:26][C:27]([CH3:30])([CH3:29])[CH3:28])=[O:20])([CH3:17])([CH3:16])[CH3:15].